Task: Predict the product of the given reaction.. Dataset: Forward reaction prediction with 1.9M reactions from USPTO patents (1976-2016) (1) Given the reactants [NH2:1][CH:2]([CH2:12][C:13]1[CH:18]=[CH:17][CH:16]=[C:15]([O:19][C:20]2[CH:25]=[CH:24][CH:23]=[CH:22][CH:21]=2)[CH:14]=1)[CH:3]([C:5]1[CH:10]=[CH:9][C:8]([F:11])=[CH:7][CH:6]=1)[OH:4].[F:26][C:27]1[C:36]2[C:31](=[CH:32][CH:33]=[CH:34][CH:35]=2)[C:30]([C:37](O)=[O:38])=[CH:29][CH:28]=1.Cl.C(N=C=NCCCN(C)C)C.ON1C2C=CC=CC=2N=N1, predict the reaction product. The product is: [F:26][C:27]1[C:36]2[C:31](=[CH:32][CH:33]=[CH:34][CH:35]=2)[C:30]([C:37]([NH:1][CH:2]([CH2:12][C:13]2[CH:18]=[CH:17][CH:16]=[C:15]([O:19][C:20]3[CH:25]=[CH:24][CH:23]=[CH:22][CH:21]=3)[CH:14]=2)[CH:3]([C:5]2[CH:6]=[CH:7][C:8]([F:11])=[CH:9][CH:10]=2)[OH:4])=[O:38])=[CH:29][CH:28]=1. (2) Given the reactants [NH2:1][C@@H:2]1[CH2:7][CH2:6][CH2:5][C@H:4]([NH:8][C:9](=[O:18])[O:10][CH2:11][C:12]2[CH:17]=[CH:16][CH:15]=[CH:14][CH:13]=2)[CH2:3]1.Cl[C:20]([O:22][CH3:23])=[O:21].C(N(CC)CC)C, predict the reaction product. The product is: [CH2:11]([O:10][C:9]([NH:8][C@H:4]1[CH2:5][CH2:6][CH2:7][C@@H:2]([NH:1][C:20](=[O:21])[O:22][CH3:23])[CH2:3]1)=[O:18])[C:12]1[CH:17]=[CH:16][CH:15]=[CH:14][CH:13]=1. (3) Given the reactants [CH2:1]([O:3][C:4](=[O:30])[CH2:5][C:6]1[N:7]2[CH:29]=[CH:28][CH:27]=[CH:26][C:8]2=[C:9]2[C:14]=1[CH2:13][CH2:12][CH:11]([NH:15][S:16]([C:19]1[CH:24]=[CH:23][C:22]([F:25])=[CH:21][CH:20]=1)(=[O:18])=[O:17])[CH2:10]2)[CH3:2].I[CH3:32], predict the reaction product. The product is: [CH2:1]([O:3][C:4](=[O:30])[CH2:5][C:6]1[N:7]2[CH:29]=[CH:28][CH:27]=[CH:26][C:8]2=[C:9]2[C:14]=1[CH2:13][CH2:12][CH:11]([N:15]([S:16]([C:19]1[CH:20]=[CH:21][C:22]([F:25])=[CH:23][CH:24]=1)(=[O:17])=[O:18])[CH3:32])[CH2:10]2)[CH3:2]. (4) Given the reactants [Cl-].[CH3:2][C:3]1[CH:10]=[CH:9][CH:8]=[CH:7][C:4]=1[CH2:5][Zn+].[Cl:11][C:12]1[C:17]([CH3:18])=[C:16](Cl)[N:15]=[CH:14][N:13]=1, predict the reaction product. The product is: [Cl:11][C:12]1[C:17]([CH3:18])=[C:16]([CH2:5][C:4]2[CH:7]=[CH:8][CH:9]=[CH:10][C:3]=2[CH3:2])[N:15]=[CH:14][N:13]=1. (5) Given the reactants [NH:1]1[C:10]2[C:5](=[CH:6][CH:7]=[CH:8][CH:9]=2)[C:4](=[O:11])[CH2:3][CH2:2]1.[C:12](Cl)(=[O:17])[CH2:13][C:14]([CH3:16])=[O:15], predict the reaction product. The product is: [C:12]([N:1]1[C:10]2[C:5](=[CH:6][CH:7]=[CH:8][CH:9]=2)[C:4](=[O:11])[CH2:3][CH2:2]1)(=[O:17])[CH2:13][C:14]([CH3:16])=[O:15]. (6) Given the reactants Br[CH2:2][C:3]1[C:11]2[N:10]=[CH:9][N:8]([C:12]([O:14][C:15]([CH3:18])([CH3:17])[CH3:16])=[O:13])[C:7]=2[CH:6]=[CH:5][CH:4]=1.[N-:19]=[N+:20]=[N-:21].[Na+], predict the reaction product. The product is: [N:19]([CH2:2][C:3]1[C:11]2[N:10]=[CH:9][N:8]([C:12]([O:14][C:15]([CH3:18])([CH3:17])[CH3:16])=[O:13])[C:7]=2[CH:6]=[CH:5][CH:4]=1)=[N+:20]=[N-:21]. (7) Given the reactants [NH2:1][CH2:2][CH:3]([OH:5])[CH3:4].[O:6]1[CH:8]([CH2:9][CH2:10][CH2:11][CH2:12][CH2:13][CH3:14])[CH2:7]1, predict the reaction product. The product is: [CH2:8]([C:7]12[O:6][CH:8]([CH2:9][CH2:10][CH2:11][CH2:12][CH2:13][CH3:14])[CH2:7][N:1]1[CH2:2][CH:3]([CH3:4])[O:5]2)[CH2:9][CH2:10][CH3:11]. (8) Given the reactants Cl[C:2]1[CH:7]=[CH:6][C:5]([C:8]2[N:12]([CH2:13][C:14]3[CH:19]=[CH:18][C:17](CCC(O)=O)=[CH:16][CH:15]=3)[C:11]3[CH:25]=[C:26](F)[C:27](F)=[CH:28][C:10]=3[N:9]=2)=[C:4](OCC2CCCC2)[CH:3]=1.[Br:38]C1C=CC=CC=1C1NC2C=CC=CC=2N=1.BrCC1CCCCC1, predict the reaction product. The product is: [Br:38][C:4]1[CH:3]=[CH:2][CH:7]=[CH:6][C:5]=1[C:8]1[N:12]([CH2:13][CH:14]2[CH2:19][CH2:18][CH2:17][CH2:16][CH2:15]2)[C:11]2[CH:25]=[CH:26][CH:27]=[CH:28][C:10]=2[N:9]=1.